This data is from Reaction yield outcomes from USPTO patents with 853,638 reactions. The task is: Predict the reaction yield, written as a fraction of the theoretical maximum amount of product (1.0 means a 100% yield; for example, 0.34 means a 34% yield). The reactants are [NH:1]1[C:11]2[C:6](=[CH:7][CH:8]=[CH:9][CH:10]=2)[C:4](=O)[C:2]1=[O:3].[OH-].[Na+].[CH3:14][S:15][CH2:16][C:17]([C:19]1[CH:24]=[CH:23][CH:22]=[CH:21][CH:20]=1)=O.[CH2:25](O)[CH3:26].[CH2:28]1[CH2:32]O[CH2:30][CH2:29]1.O. The catalyst is O. The product is [CH3:14][S:15][C:16]1[C:17]([C:19]2[CH:24]=[CH:23][CH:22]=[CH:21][CH:20]=2)=[N:1][C:11]2[C:6]([C:4]=1[C:2]([NH:1][C@H:2]([C:26]1[CH:25]=[CH:32][CH:28]=[CH:29][CH:30]=1)[CH2:4][CH3:6])=[O:3])=[CH:7][CH:8]=[CH:9][CH:10]=2. The yield is 0.820.